Dataset: Reaction yield outcomes from USPTO patents with 853,638 reactions. Task: Predict the reaction yield, written as a fraction of the theoretical maximum amount of product (1.0 means a 100% yield; for example, 0.34 means a 34% yield). The reactants are [F:1][C:2]([F:14])([S:10]([O-:13])(=[O:12])=[O:11])[CH2:3][O:4][C:5](=[O:9])[C:6]([CH3:8])=[CH2:7].C([NH+](CC)CC)C.C([O-])(=O)C.[C:26]([C:30]1[CH:35]=[CH:34][CH:33]=[CH:32][C:31]=1[I+:36][C:37]1[CH:42]=[CH:41][CH:40]=[CH:39][CH:38]=1)([CH3:29])([CH3:28])[CH3:27]. The catalyst is ClCCl. The product is [F:14][C:2]([F:1])([S:10]([O-:13])(=[O:12])=[O:11])[CH2:3][O:4][C:5](=[O:9])[C:6]([CH3:8])=[CH2:7].[C:26]([C:30]1[CH:35]=[CH:34][CH:33]=[CH:32][C:31]=1[I+:36][C:37]1[CH:42]=[CH:41][CH:40]=[CH:39][CH:38]=1)([CH3:29])([CH3:27])[CH3:28]. The yield is 0.890.